This data is from Reaction yield outcomes from USPTO patents with 853,638 reactions. The task is: Predict the reaction yield, written as a fraction of the theoretical maximum amount of product (1.0 means a 100% yield; for example, 0.34 means a 34% yield). (1) The reactants are Br[C:2](=[CH:5][OH:6])[CH:3]=[O:4].O.C1(C)C=CC(S(O)(=O)=O)=CC=1.CC(O)C.Cl.[CH3:24][C:25]1([CH3:32])[CH2:30][NH:29][C:28](=[NH:31])[CH2:27][CH2:26]1.C[O-].[Na+].C(N(CC)CC)C. The catalyst is C1CCCCC1.CCO. The product is [CH3:24][C:25]1([CH3:32])[CH2:30][N:29]2[CH:3]=[C:2]([CH:5]=[O:6])[N:31]=[C:28]2[CH2:27][CH2:26]1.[CH3:24][C:25]1([CH3:32])[CH2:30][N:29]2[C:2]([CH:3]=[O:4])=[CH:5][N:31]=[C:28]2[CH2:27][CH2:26]1. The yield is 0.407. (2) The reactants are [C:1]([O:5][C:6](=[O:24])[NH:7][C:8]1[CH:9]=[C:10]2[C:22](=[O:23])[NH:21][N:20]=[CH:19][C:12]3=[C:13]([CH:17]=[CH2:18])[NH:14][C:15]([CH:16]=1)=[C:11]23)([CH3:4])([CH3:3])[CH3:2].CN(C)C=O.CO. The catalyst is [Pd].C(OCC)(=O)C. The product is [C:1]([O:5][C:6](=[O:24])[NH:7][C:8]1[CH:9]=[C:10]2[C:22](=[O:23])[NH:21][N:20]=[CH:19][C:12]3=[C:13]([CH2:17][CH3:18])[NH:14][C:15]([CH:16]=1)=[C:11]23)([CH3:2])([CH3:3])[CH3:4]. The yield is 0.690. (3) The reactants are Cl.[NH2:2][CH2:3][C:4]1[CH:12]=[CH:11][CH:10]=[C:9]2[C:5]=1[CH2:6][N:7]([CH:14]1[CH2:19][CH2:18][C:17](=[O:20])[NH:16][C:15]1=[O:21])[C:8]2=[O:13].[C:22](Cl)(=[O:31])[C:23]1[CH:28]=[CH:27][C:26]([O:29][CH3:30])=[CH:25][CH:24]=1.C(N(CC)CC)C. The catalyst is C1COCC1. The product is [O:21]=[C:15]1[CH:14]([N:7]2[CH2:6][C:5]3[C:9](=[CH:10][CH:11]=[CH:12][C:4]=3[CH2:3][NH:2][C:22](=[O:31])[C:23]3[CH:28]=[CH:27][C:26]([O:29][CH3:30])=[CH:25][CH:24]=3)[C:8]2=[O:13])[CH2:19][CH2:18][C:17](=[O:20])[NH:16]1. The yield is 0.900. (4) The reactants are [CH3:1][C:2]1[CH:7]=[CH:6][N:5]=[CH:4][C:3]=1[N:8]1[CH2:12][CH2:11][NH:10][C:9]1=[O:13].[Cl:14][C:15]1[CH:20]=[C:19](I)[CH:18]=[CH:17][N:16]=1.N[C@@H]1CCCC[C@H]1N.P([O-])([O-])([O-])=O.[K+].[K+].[K+]. The catalyst is [Cu](I)I.O1CCOCC1. The product is [Cl:14][C:15]1[CH:20]=[C:19]([N:10]2[CH2:11][CH2:12][N:8]([C:3]3[CH:4]=[N:5][CH:6]=[CH:7][C:2]=3[CH3:1])[C:9]2=[O:13])[CH:18]=[CH:17][N:16]=1. The yield is 0.830.